From a dataset of Experimentally validated miRNA-target interactions with 360,000+ pairs, plus equal number of negative samples. Binary Classification. Given a miRNA mature sequence and a target amino acid sequence, predict their likelihood of interaction. (1) The miRNA is hsa-miR-6872-3p with sequence CCCAUGCCUCCUGCCGCGGUC. The protein sequence of the target gene is MKPGCAAGSPGNEWIFFSTDEITTRYRNTMSNGGLQRSVILSALILLRAVTGFSGDGRAIWSKNPNFTPVNESQLFLYDTFPKNFFWGIGTGALQVEGSWKKDGKGPSIWDHFIHTHLKNVSSTNGSSDSYIFLEKDLSALDFIGVSFYQFSISWPRLFPDGIVTVANAKGLQYYSTLLDALVLRNIEPIVTLYHWDLPLALQEKYGGWKNDTIIDIFNDYATYCFQMFGDRVKYWITIHNPYLVAWHGYGTGMHAPGEKGNLAAVYTVGHNLIKAHSKVWHNYNTHFRPHQKGWLSITL.... Result: 1 (interaction). (2) The miRNA is hsa-miR-4786-3p with sequence UGAAGCCAGCUCUGGUCUGGGC. The protein sequence of the target gene is MGRKKKKQLKPWCWYCNRDFDDEKILIQHQKAKHFKCHICHKKLYTGPGLAIHCMQVHKETIDAVPNAIPGRTDIELEIYGMEGIPEKDMDERRRLLEQKTQESQKKKQQDDSDEYDDDDSAASTSFQPQPVQPQQGYIPPMAQPGLPPVPGAPGMPPGIPPLMPGVPPLMPGMPPVMPGMPPGMMPMGGMMPPGPGIPPLMPGMPPGMPPPVPRPGIPPMTQAQAVSAPGILNRPPAPTATVPAPQPPVTKPLFPSAGQMGTPVTSSSTASSNSESLSASSKALFPSTAQAQAAVQGPV.... Result: 1 (interaction). (3) The miRNA is cel-miR-55-3p with sequence UACCCGUAUAAGUUUCUGCUGAG. The protein sequence of the target gene is MSSENKEQHDLSPRDLPEEAFGFPSELPLETQRRSGTDLRQSETGHGRRAFRRIHMELREKPDTDIKQFVIRELQKSCQCSAAKVRDGAFDFFPVLRWLPKYDLKKNILGDVMSGLIVGILLVPQSIAYSLLAGQEPIYGLYTSFFASIIYFLFGTSRHISVGIFGILCLMIGEVVDRELHKACPDTDATSSSIAVFSSGCVVVNHTLDGLCDKSCYAIKIGSTVTFMAGVYQVAMGFFQVGFVSVYLSDALLSGFVTGASFTILTSQAKYLLGLSLPRSHGVGSVITTWIHIFRNIRNT.... Result: 0 (no interaction).